Dataset: Forward reaction prediction with 1.9M reactions from USPTO patents (1976-2016). Task: Predict the product of the given reaction. (1) Given the reactants [Br:1][C:2]1[CH:11]=[C:10]([F:12])[C:5]2[N:6]=[C:7](N)[S:8][C:4]=2[CH:3]=1.N(OCCC(C)C)=O, predict the reaction product. The product is: [Br:1][C:2]1[CH:11]=[C:10]([F:12])[C:5]2[N:6]=[CH:7][S:8][C:4]=2[CH:3]=1. (2) Given the reactants [N+:1]([C:4]1[CH:9]=[CH:8][C:7]([C:10]([O:12][CH2:13][CH:14]2[CH2:19][CH:18]=[CH:17][CH2:16][N:15]2[C:20]([O:22][C:23]([CH3:26])([CH3:25])[CH3:24])=[O:21])=[O:11])=[CH:6][CH:5]=1)([O-:3])=[O:2].[N+](=[CH2:29])=[N-].C(OCC)C, predict the reaction product. The product is: [N+:1]([C:4]1[CH:5]=[CH:6][C:7]([C:10]([O:12][CH2:13][C@@H:14]2[CH2:19][C@@H:18]3[C@@H:17]([CH2:29]3)[CH2:16][N:15]2[C:20]([O:22][C:23]([CH3:26])([CH3:25])[CH3:24])=[O:21])=[O:11])=[CH:8][CH:9]=1)([O-:3])=[O:2]. (3) Given the reactants [CH3:1][O:2][C:3]1[CH:21]=[CH:20][C:6]([CH2:7][S:8][C:9]2[C:14]([Br:15])=[CH:13][N:12]=[C:11]([NH:16][C:17]([NH2:19])=[S:18])[CH:10]=2)=[CH:5][CH:4]=1.Br[CH2:23][C:24](=O)[CH2:25][CH2:26][C:27]1[CH:32]=[CH:31][CH:30]=[CH:29][CH:28]=1.C(N(CC)CC)C, predict the reaction product. The product is: [CH3:1][O:2][C:3]1[CH:4]=[CH:5][C:6]([CH2:7][S:8][C:9]2[C:14]([Br:15])=[CH:13][N:12]=[C:11]([NH:16][C:17]3[S:18][CH:23]=[C:24]([CH2:25][CH2:26][C:27]4[CH:32]=[CH:31][CH:30]=[CH:29][CH:28]=4)[N:19]=3)[CH:10]=2)=[CH:20][CH:21]=1. (4) Given the reactants [NH2:1][C:2]1[CH:7]=[CH:6][CH:5]=[CH:4][CH:3]=1.C[Si]([N-][Si](C)(C)C)(C)C.[Na+].[F:18][C:19]([F:36])([F:35])[CH:20]1[CH2:22][N:21]1[S:23]([C:26]1[C:31]([CH3:32])=[CH:30][C:29]([CH3:33])=[CH:28][C:27]=1[CH3:34])(=[O:25])=[O:24], predict the reaction product. The product is: [CH3:34][C:27]1[CH:28]=[C:29]([CH3:33])[CH:30]=[C:31]([CH3:32])[C:26]=1[S:23]([NH:21][CH:20]([CH2:22][NH:1][C:2]1[CH:7]=[CH:6][CH:5]=[CH:4][CH:3]=1)[C:19]([F:36])([F:18])[F:35])(=[O:24])=[O:25]. (5) Given the reactants [Cl-:1].[Cl:2][CH2:3][CH:4]([OH:10])[CH2:5][N+:6]([CH3:9])([CH3:8])[CH3:7].[CH2:11]([N:13]([CH2:20][CH2:21][OH:22])[CH2:14][CH2:15][O:16][CH2:17][CH2:18][OH:19])[CH3:12], predict the reaction product. The product is: [Cl-:2].[CH2:11]([N+:13]([CH2:14][CH2:15][O:16][CH2:17][CH2:18][OH:19])([CH2:20][CH2:21][OH:22])[CH2:3][CH:4]([OH:10])[CH2:5][N+:6]([CH3:9])([CH3:8])[CH3:7])[CH3:12].[Cl-:1].